This data is from Forward reaction prediction with 1.9M reactions from USPTO patents (1976-2016). The task is: Predict the product of the given reaction. (1) The product is: [F:1][C:2]([F:16])([F:17])[O:3][C:4]1[CH:5]=[CH:6][C:7]([CH:8]([CH:9]([C:12]#[N:13])[C:10]#[N:11])[CH:18]([CH3:20])[CH3:19])=[CH:14][CH:15]=1. Given the reactants [F:1][C:2]([F:17])([F:16])[O:3][C:4]1[CH:15]=[CH:14][C:7]([CH:8]=[C:9]([C:12]#[N:13])[C:10]#[N:11])=[CH:6][CH:5]=1.[CH:18]([Mg]Br)([CH3:20])[CH3:19], predict the reaction product. (2) Given the reactants N([O-])=O.[Na+].FC(F)(F)C(O)=[O:8].N[C:13]1[CH:14]=[CH:15][C:16]([O:19][C:20]2[CH:25]=[CH:24][C:23]([CH2:26][CH2:27][C@@H:28]([NH:30][C:31](=[O:33])[CH3:32])[CH3:29])=[CH:22][CH:21]=2)=[N:17][CH:18]=1, predict the reaction product. The product is: [OH:8][C:13]1[CH:14]=[CH:15][C:16]([O:19][C:20]2[CH:25]=[CH:24][C:23]([CH2:26][CH2:27][C@@H:28]([NH:30][C:31](=[O:33])[CH3:32])[CH3:29])=[CH:22][CH:21]=2)=[N:17][CH:18]=1. (3) Given the reactants C([O:3][P:4]([CH2:9][O:10][C@:11]1([CH3:26])[C@@H:15]([OH:16])[C@@H:14]([OH:17])[C@H:13]([N:18]2[CH:23]=[CH:22][C:21]([NH2:24])=[N:20][C:19]2=[O:25])[O:12]1)(=[O:8])[O:5]CC)C.N1C(C)=CC=CC=1C.C[Si](I)(C)C, predict the reaction product. The product is: [NH2:24][C:21]1[CH:22]=[CH:23][N:18]([C@@H:13]2[O:12][C@:11]([CH3:26])([O:10][CH2:9][P:4](=[O:3])([OH:8])[OH:5])[C@@H:15]([OH:16])[C@H:14]2[OH:17])[C:19](=[O:25])[N:20]=1. (4) Given the reactants C[NH:2][C:3](=[O:23])[CH:4]([NH:15][CH2:16][CH:17]1[CH2:22][CH2:21][CH2:20][CH2:19][CH2:18]1)[CH2:5][C:6]1[CH:11]=[CH:10][C:9]([N+:12]([O-:14])=[O:13])=[CH:8][CH:7]=1.C(OC(OC(OC(C)(C)C)=O)=O)(C)(C)C.CCN=C=NCCCN(C)C.Cl.[C:51]([O:70]N)([C:64]1[CH:69]=[CH:68][CH:67]=[CH:66][CH:65]=1)([C:58]1[CH:63]=[CH:62][CH:61]=[CH:60][CH:59]=1)[C:52]1[CH:57]=[CH:56][CH:55]=[CH:54][CH:53]=1, predict the reaction product. The product is: [CH:17]1([CH2:16][NH:15][C@@H:4]([CH2:5][C:6]2[CH:11]=[CH:10][C:9]([N+:12]([O-:14])=[O:13])=[CH:8][CH:7]=2)[C:3]([NH:2][O:70][C:51]([C:52]2[CH:57]=[CH:56][CH:55]=[CH:54][CH:53]=2)([C:64]2[CH:65]=[CH:66][CH:67]=[CH:68][CH:69]=2)[C:58]2[CH:59]=[CH:60][CH:61]=[CH:62][CH:63]=2)=[O:23])[CH2:22][CH2:21][CH2:20][CH2:19][CH2:18]1. (5) Given the reactants [CH3:1][N:2]1[C:7](=[O:8])[C:6]2=[CH:9][NH:10][CH:11]=[C:5]2[C:4]([CH2:12][CH:13]([CH3:15])[CH3:14])=[N:3]1.[CH3:16][O:17][C:18]1[CH:19]=[C:20]([CH:23]=[C:24]([O:28][CH3:29])[C:25]=1[O:26][CH3:27])[CH2:21]Cl.C(=O)([O-])[O-].[Cs+].[Cs+], predict the reaction product. The product is: [CH3:1][N:2]1[C:7](=[O:8])[C:6]2=[CH:9][N:10]([CH2:21][C:20]3[CH:23]=[C:24]([O:28][CH3:29])[C:25]([O:26][CH3:27])=[C:18]([O:17][CH3:16])[CH:19]=3)[CH:11]=[C:5]2[C:4]([CH2:12][CH:13]([CH3:15])[CH3:14])=[N:3]1.